Dataset: Peptide-MHC class I binding affinity with 185,985 pairs from IEDB/IMGT. Task: Regression. Given a peptide amino acid sequence and an MHC pseudo amino acid sequence, predict their binding affinity value. This is MHC class I binding data. The binding affinity (normalized) is 0.210. The MHC is HLA-A02:01 with pseudo-sequence HLA-A02:01. The peptide sequence is CTIVDSMII.